From a dataset of Forward reaction prediction with 1.9M reactions from USPTO patents (1976-2016). Predict the product of the given reaction. (1) Given the reactants Cl[C:2]1[C:7]([C:8]([NH:10][C:11]2[C:12](Cl)=[N:13][CH:14]=[CH:15][C:16]=2[CH3:17])=[O:9])=[CH:6][CH:5]=[CH:4][N:3]=1.[O-2].[Ca+2].[CH:21]1([NH2:24])[CH2:23][CH2:22]1.[H-].[Na+], predict the reaction product. The product is: [CH3:17][C:16]1[CH:15]=[CH:14][N:13]=[C:12]2[N:24]([CH:21]3[CH2:23][CH2:22]3)[C:2]3[N:3]=[CH:4][CH:5]=[CH:6][C:7]=3[C:8](=[O:9])[NH:10][C:11]=12. (2) Given the reactants [OH-].[Na+].[C:3]([O:7][C:8]([NH:10][C:11]1[CH:16]=[CH:15][C:14]([C:17]2[CH:18]=[C:19]([C:23]([O:25]C)=[O:24])[N:20]([CH3:22])[CH:21]=2)=[CH:13][CH:12]=1)=[O:9])([CH3:6])([CH3:5])[CH3:4], predict the reaction product. The product is: [C:3]([O:7][C:8]([NH:10][C:11]1[CH:12]=[CH:13][C:14]([C:17]2[CH:18]=[C:19]([C:23]([OH:25])=[O:24])[N:20]([CH3:22])[CH:21]=2)=[CH:15][CH:16]=1)=[O:9])([CH3:6])([CH3:4])[CH3:5]. (3) Given the reactants C[O:2][C:3](=[O:20])[CH:4]([N:9]1[C:17]2[C:12](=[CH:13][CH:14]=[CH:15][CH:16]=2)[C:11](=[O:18])[C:10]1=[O:19])[CH2:5][CH:6]([CH3:8])[CH3:7].O.[OH-].[Li+], predict the reaction product. The product is: [O:19]=[C:10]1[C:11](=[O:18])[C:12]2[C:17](=[CH:16][CH:15]=[CH:14][CH:13]=2)[N:9]1[CH:4]([CH2:5][CH:6]([CH3:8])[CH3:7])[C:3]([OH:20])=[O:2]. (4) Given the reactants [Cl:1][C:2]1[C:11]2[C:6](=[CH:7][C:8]([NH2:13])=[C:9]([CH3:12])[CH:10]=2)[CH:5]=[CH:4][N:3]=1.Cl.[C:15](=N)([C:22]1[CH:27]=[CH:26][CH:25]=[CH:24][CH:23]=1)[C:16]1[CH:21]=[CH:20][CH:19]=[CH:18][CH:17]=1, predict the reaction product. The product is: [C:15](=[N:13][C:8]1[CH:7]=[C:6]2[C:11](=[CH:10][C:9]=1[CH3:12])[C:2]([Cl:1])=[N:3][CH:4]=[CH:5]2)([C:16]1[CH:21]=[CH:20][CH:19]=[CH:18][CH:17]=1)[C:22]1[CH:27]=[CH:26][CH:25]=[CH:24][CH:23]=1. (5) The product is: [Cl:22][C:23]1[CH:24]=[C:25]([NH:41][C:19]2[C:20]3[N:12]([CH2:11][CH2:10][OH:9])[CH:13]=[CH:14][C:15]=3[N:16]=[CH:17][N:18]=2)[CH:26]=[N:27][C:28]=1[O:29][C:30]1[CH:35]=[CH:34][CH:33]=[C:32]([O:36][C:37]([F:38])([F:39])[F:40])[CH:31]=1. Given the reactants C([O:9][CH2:10][CH2:11][N:12]1[C:20]2[C:19](Cl)=[N:18][CH:17]=[N:16][C:15]=2[CH:14]=[CH:13]1)(=O)C1C=CC=CC=1.[Cl:22][C:23]1[CH:24]=[C:25]([NH2:41])[CH:26]=[N:27][C:28]=1[O:29][C:30]1[CH:35]=[CH:34][CH:33]=[C:32]([O:36][C:37]([F:40])([F:39])[F:38])[CH:31]=1.[OH-].[Na+].O, predict the reaction product.